Dataset: Full USPTO retrosynthesis dataset with 1.9M reactions from patents (1976-2016). Task: Predict the reactants needed to synthesize the given product. (1) Given the product [F:23][C:22]([F:25])([F:24])[C:18]1[CH:17]=[C:16]([C:6]2[CH:5]=[C:4]([CH:1]([NH:30][CH3:29])[CH3:2])[CH:15]=[CH:14][C:7]=2[O:8][CH2:9][C:10]([O:12][CH3:13])=[O:11])[CH:21]=[CH:20][CH:19]=1, predict the reactants needed to synthesize it. The reactants are: [C:1]([C:4]1[CH:15]=[CH:14][C:7]([O:8][CH2:9][C:10]([O:12][CH3:13])=[O:11])=[C:6]([C:16]2[CH:21]=[CH:20][CH:19]=[C:18]([C:22]([F:25])([F:24])[F:23])[CH:17]=2)[CH:5]=1)(=O)[CH3:2].Cl.CN.[C:29]([BH3-])#[N:30].[Na+]. (2) Given the product [NH2:32][CH2:31][CH2:30][CH2:29][O:18][C:14]1[CH:13]=[C:12]([CH:17]=[CH:16][CH:15]=1)[O:11][C:8]1[CH:9]=[CH:10][C:5]2[CH:4]([CH2:19][CH2:20][C:21]([OH:23])=[O:22])[O:3][B:2]([OH:1])[C:6]=2[CH:7]=1, predict the reactants needed to synthesize it. The reactants are: [OH:1][B:2]1[C:6]2[CH:7]=[C:8]([O:11][C:12]3[CH:17]=[CH:16][CH:15]=[C:14]([OH:18])[CH:13]=3)[CH:9]=[CH:10][C:5]=2[CH:4]([CH2:19][CH2:20][C:21]([O:23]CC)=[O:22])[O:3]1.[H-].[Na+].Br[CH2:29][CH2:30][CH2:31][NH:32]C(=O)OC(C)(C)C.[OH-].[Na+].Cl. (3) Given the product [Cl:45][C:43]1[CH:2]=[C:24]([Cl:48])[CH:23]=[CH:22][C:21]=1[CH2:3][CH2:4][NH:5][C:6]([C:8]1[C:9](=[O:20])[NH:10][N:11]=[C:12]([C:14]2[CH:15]=[CH:16][N:17]=[CH:18][CH:19]=2)[CH:13]=1)=[O:7], predict the reactants needed to synthesize it. The reactants are: Cl[C:2]1[CH:24]=[C:23](Cl)[CH:22]=[CH:21][C:3]=1[CH2:4][NH:5][C:6]([C:8]1[C:9](=[O:20])[NH:10][N:11]=[C:12]([C:14]2[CH:19]=[CH:18][N:17]=[CH:16][CH:15]=2)[CH:13]=1)=[O:7].O=C1C(C(O)=O)=CC(C2C=CN=CC=2)=NN1.C(Cl)(=O)[C:43]([Cl:45])=O.[Cl:48]C(C1C=CC(Cl)=CC=1)CN. (4) Given the product [ClH:7].[C:10](=[NH:15])([O:1][CH3:2])[CH2:11][CH2:12][CH2:13][CH3:14], predict the reactants needed to synthesize it. The reactants are: [O:1]1CCOC[CH2:2]1.[ClH:7].CO.[C:10](#[N:15])[CH2:11][CH2:12][CH2:13][CH3:14]. (5) The reactants are: [I:1][C:2]1[CH:9]=[CH:8][C:5]([CH:6]=O)=[CH:4][CH:3]=1.[NH3:10].C[Si]([C:15]#[N:16])(C)C. Given the product [NH2:10][CH:6]([C:5]1[CH:8]=[CH:9][C:2]([I:1])=[CH:3][CH:4]=1)[C:15]#[N:16], predict the reactants needed to synthesize it. (6) Given the product [CH2:33]([C:32]([OH:37])([CH2:35][CH3:36])[C@H:31]([NH:30][C:2]1[C:11]2[C:6](=[CH:7][CH:8]=[CH:9][CH:10]=2)[C:5]([C:12]2[C:21]3[C:16](=[CH:17][CH:18]=[CH:19][CH:20]=3)[CH:15]=[CH:14][C:13]=2[O:22][S:23]([C:26]([F:29])([F:28])[F:27])(=[O:25])=[O:24])=[N:4][N:3]=1)[C:38]1[CH:43]=[CH:42][CH:41]=[CH:40][CH:39]=1)[CH3:34], predict the reactants needed to synthesize it. The reactants are: Cl[C:2]1[C:11]2[C:6](=[CH:7][CH:8]=[CH:9][CH:10]=2)[C:5]([C:12]2[C:21]3[C:16](=[CH:17][CH:18]=[CH:19][CH:20]=3)[CH:15]=[CH:14][C:13]=2[O:22][S:23]([C:26]([F:29])([F:28])[F:27])(=[O:25])=[O:24])=[N:4][N:3]=1.[NH2:30][C@H:31]([C:38]1[CH:43]=[CH:42][CH:41]=[CH:40][CH:39]=1)[C:32]([OH:37])([CH2:35][CH3:36])[CH2:33][CH3:34]. (7) Given the product [CH2:5]([C:7]1[CH:12]=[C:11]([CH:10]=[CH:9][C:8]=1[N:20]([CH3:31])[C:21]1[N:26]=[CH:25][C:24]2[N:27]=[CH:28][N:29]([CH3:30])[C:23]=2[CH:22]=1)[CH2:13][NH:14][C:1](=[O:3])[CH3:2])[CH3:6], predict the reactants needed to synthesize it. The reactants are: [C:1](Cl)(=[O:3])[CH3:2].[CH2:5]([C:7]1[CH:12]=[C:11]([CH2:13][N:14]2C=CN=C2C)[CH:10]=[CH:9][C:8]=1[N:20]([CH3:31])[C:21]1[N:26]=[CH:25][C:24]2[N:27]=[CH:28][N:29]([CH3:30])[C:23]=2[CH:22]=1)[CH3:6].C(N(CC)CC)C. (8) Given the product [Cl:6][C:7]1[N:17]=[CH:16][C:15]([CH2:18][N:19]2[C:23]([CH3:24])=[C:22]([C:25]3[CH:30]=[CH:29][C:28]([C:31]#[N:32])=[CH:27][CH:26]=3)[C:21]([C:33]#[N:34])=[C:20]2[CH2:35][CH3:36])=[CH:14][C:8]=1[CH2:9][OH:10], predict the reactants needed to synthesize it. The reactants are: [BH4-].[Na+].[Cl-].[Ca+2].[Cl-].[Cl:6][C:7]1[N:17]=[CH:16][C:15]([CH2:18][N:19]2[C:23]([CH3:24])=[C:22]([C:25]3[CH:30]=[CH:29][C:28]([C:31]#[N:32])=[CH:27][CH:26]=3)[C:21]([C:33]#[N:34])=[C:20]2[CH2:35][CH3:36])=[CH:14][C:8]=1[C:9](OCC)=[O:10].C(O)(=O)CC(CC(O)=O)(C(O)=O)O. (9) Given the product [O:1]1[CH:5]=[CH:4][C:3]([CH2:6][CH2:7][CH2:8][NH2:9])=[CH:2]1, predict the reactants needed to synthesize it. The reactants are: [O:1]1[CH:5]=[CH:4][C:3]([CH:6]=[CH:7][C:8]#[N:9])=[CH:2]1.[H][H].